This data is from Catalyst prediction with 721,799 reactions and 888 catalyst types from USPTO. The task is: Predict which catalyst facilitates the given reaction. (1) Reactant: [C:1]1([S:7]([C:10]2[CH:11]=[C:12]3[C:17](=[CH:18][CH:19]=2)[N:16]=[CH:15][CH:14]=[C:13]3[Cl:20])(=[O:9])=[O:8])[CH:6]=[CH:5][CH:4]=[CH:3][CH:2]=1.[NH:21]1[CH2:26][CH2:25][NH:24][CH2:23][CH2:22]1. Product: [ClH:20].[C:1]1([S:7]([C:10]2[CH:11]=[C:12]3[C:17](=[CH:18][CH:19]=2)[N:16]=[CH:15][CH:14]=[C:13]3[N:21]2[CH2:26][CH2:25][NH:24][CH2:23][CH2:22]2)(=[O:9])=[O:8])[CH:6]=[CH:5][CH:4]=[CH:3][CH:2]=1. The catalyst class is: 10. (2) Product: [O:36]1[C:2]([CH3:3])([CH3:1])[CH:4]1[CH2:5][CH2:6][C@H:7]([C@@H:9]1[C@:26]2([CH3:27])[C@H:12]([C@H:13]3[C@H:23]([CH2:24][CH2:25]2)[C@:21]2([CH3:22])[C:16](=[CH:17][C:18](=[O:28])[CH2:19][CH2:20]2)[CH:15]=[CH:14]3)[CH2:11][CH2:10]1)[CH3:8]. Reactant: [CH3:1][C:2](=[CH:4][CH2:5][CH2:6][C@H:7]([C@@H:9]1[C@:26]2([CH3:27])[C@H:12]([C@H:13]3[C@H:23]([CH2:24][CH2:25]2)[C@:21]2([CH3:22])[C:16](=[CH:17][C:18](=[O:28])[CH2:19][CH2:20]2)[CH:15]=[CH:14]3)[CH2:11][CH2:10]1)[CH3:8])[CH3:3].C1C=C(C(O)=[O:36])C(C(OO)=O)=CC=1.C(OCC)(=O)C.S([O-])([O-])=O.[Na+].[Na+]. The catalyst class is: 13. (3) Product: [ClH:11].[Cl:17][CH2:8][C:6]1[CH:7]=[C:2]([CH3:1])[N:3]=[C:4]([CH3:10])[CH:5]=1. The catalyst class is: 3. Reactant: [CH3:1][C:2]1[CH:7]=[C:6]([CH2:8]O)[CH:5]=[C:4]([CH3:10])[N:3]=1.[Cl:11]CCCl.S(Cl)([Cl:17])=O.